From a dataset of Reaction yield outcomes from USPTO patents with 853,638 reactions. Predict the reaction yield, written as a fraction of the theoretical maximum amount of product (1.0 means a 100% yield; for example, 0.34 means a 34% yield). (1) The reactants are Cl.[Cl:2][C:3]1[C:11]([O:12][CH2:13][CH2:14][CH2:15][NH2:16])=[CH:10][C:9]([I:17])=[C:8]2[C:4]=1[CH2:5][NH:6][C:7]2=[O:18].C(N(CC)CC)C.[CH2:26]([N:28]=[C:29]=[O:30])[CH3:27]. The catalyst is ClCCl. The product is [Cl:2][C:3]1[C:11]([O:12][CH2:13][CH2:14][CH2:15][NH:16][C:29](=[O:30])[NH:28][CH2:26][CH3:27])=[CH:10][C:9]([I:17])=[C:8]2[C:4]=1[CH2:5][NH:6][C:7]2=[O:18]. The yield is 0.930. (2) The reactants are [Cl-].O[NH3+:3].[C:4](=[O:7])([O-])[OH:5].[Na+].CS(C)=O.[O:13]=[C:14]1[C:19]([CH2:20][C:21]2[CH:26]=[CH:25][C:24]([C:27]3[C:28]([C:33]#[N:34])=[CH:29][CH:30]=[CH:31][CH:32]=3)=[CH:23][CH:22]=2)=[C:18]([CH2:35][CH2:36][CH3:37])[N:17]2[N:38]=[CH:39][N:40]=[C:16]2[N:15]1[C@H:41]1[CH2:46][CH2:45][C@H:44]([O:47][CH2:48][CH:49]2[CH2:53][CH2:52][CH2:51][O:50]2)[CH2:43][CH2:42]1. The catalyst is O.C(OCC)(=O)C. The product is [O:7]=[C:4]1[O:5][N:3]=[C:33]([C:28]2[CH:29]=[CH:30][CH:31]=[CH:32][C:27]=2[C:24]2[CH:23]=[CH:22][C:21]([CH2:20][C:19]3[C:14](=[O:13])[N:15]([C@H:41]4[CH2:46][CH2:45][C@H:44]([O:47][CH2:48][CH:49]5[CH2:53][CH2:52][CH2:51][O:50]5)[CH2:43][CH2:42]4)[C:16]4[N:17]([N:38]=[CH:39][N:40]=4)[C:18]=3[CH2:35][CH2:36][CH3:37])=[CH:26][CH:25]=2)[NH:34]1. The yield is 0.430. (3) The reactants are CON(C)[C:4]([CH2:6][C:7]1[N:8]=[CH:9][C:10]2[C:15]([CH:16]=1)=[CH:14][CH:13]=[CH:12][CH:11]=2)=O.Br[C:19]1[CH:24]=[CH:23][CH:22]=C[C:20]=1[Cl:25].CN(CCN(C)C)C.[Li]CCCC.[Cl-].[NH4+].C1C[O:44]CC1. No catalyst specified. The product is [Cl:25][C:20]1[CH:19]=[CH:24][CH:23]=[CH:22][C:4]=1[C:6]([C:7]1[N:8]=[CH:9][C:10]2[C:15]([CH:16]=1)=[CH:14][CH:13]=[CH:12][CH:11]=2)=[O:44]. The yield is 0.650. (4) The reactants are C(OC([N:8]1[CH2:13][CH2:12][N:11]([C:14]2[CH:19]=[CH:18][CH:17]=[CH:16][C:15]=2[C:20](=[O:28])[NH:21][C:22]2[CH:27]=[CH:26][CH:25]=[CH:24][CH:23]=2)[CH2:10][CH2:9]1)=O)(C)(C)C.[C:29]([OH:35])([C:31]([F:34])([F:33])[F:32])=[O:30]. The catalyst is C(Cl)Cl. The product is [F:32][C:31]([F:34])([F:33])[C:29]([OH:35])=[O:30].[C:22]1([NH:21][C:20]([C:15]2[CH:16]=[CH:17][CH:18]=[CH:19][C:14]=2[N:11]2[CH2:12][CH2:13][NH:8][CH2:9][CH2:10]2)=[O:28])[CH:23]=[CH:24][CH:25]=[CH:26][CH:27]=1. The yield is 1.00. (5) The reactants are [Cl-].[Al+3].[Cl-].[Cl-].[CH3:5][O:6][C:7](=[O:30])[CH2:8][CH2:9][CH2:10][CH2:11][CH2:12][CH2:13][CH2:14][N:15]1[CH:19]=[C:18]([C:20]2[CH:25]=[CH:24][CH:23]=[CH:22][C:21]=2[O:26]C(C)C)[N:17]=[CH:16]1. The catalyst is C(Cl)Cl.S([O-])([O-])(=O)=O.[Na+].[Na+]. The product is [CH3:5][O:6][C:7](=[O:30])[CH2:8][CH2:9][CH2:10][CH2:11][CH2:12][CH2:13][CH2:14][N:15]1[CH:19]=[C:18]([C:20]2[CH:25]=[CH:24][CH:23]=[CH:22][C:21]=2[OH:26])[N:17]=[CH:16]1. The yield is 0.570. (6) The yield is 0.930. The product is [Cl:13][C:10]1[CH:11]=[CH:12][C:7]([C:5]2[O:6][N:2]=[CH:3][C:4]=2[C:14]2[CH:19]=[CH:18][N:17]=[CH:16][CH:15]=2)=[CH:8][CH:9]=1. The catalyst is C(O)C. The reactants are C[N:2](C)[CH:3]=[C:4]([C:14]1[CH:19]=[CH:18][N:17]=[CH:16][CH:15]=1)[C:5]([C:7]1[CH:12]=[CH:11][C:10]([Cl:13])=[CH:9][CH:8]=1)=[O:6].Cl.NO. (7) The reactants are [N+:1]([C:4]1[CH:5]=[CH:6][C:7]2[O:12][C@@:11]([CH3:18])([CH:13]([O:16][CH3:17])[O:14][CH3:15])[C@H:10]3[O:19][C@H:9]3[C:8]=2[CH:20]=1)([O-:3])=[O:2].[Cl:21][C:22]1[CH:27]=[CH:26][C:25]([NH:28][CH2:29][C:30]2[NH:31][CH:32]=[CH:33][N:34]=2)=[CH:24][CH:23]=1. No catalyst specified. The product is [N+:1]([C:4]1[CH:5]=[CH:6][C:7]2[O:12][C@@:11]([CH3:18])([CH:13]([O:16][CH3:17])[O:14][CH3:15])[C@@H:10]([OH:19])[C@H:9]([N:28]([C:25]3[CH:26]=[CH:27][C:22]([Cl:21])=[CH:23][CH:24]=3)[CH2:29][C:30]3[NH:31][CH:32]=[CH:33][N:34]=3)[C:8]=2[CH:20]=1)([O-:3])=[O:2]. The yield is 0.630. (8) The reactants are [H-].[Al+3].[Li+].[H-].[H-].[H-].[CH3:7][O:8][C:9]1[C:10]2([C:30](OCC)=[O:31])[O:26][C:24]3=[C:25]4[C:11]52[C:16](=[CH:17][CH:18]=1)[CH:15]([CH2:19][C:20]4=[CH:21][CH:22]=[C:23]3[O:27][CH3:28])[N:14]([CH3:29])[CH2:13][CH2:12]5. The catalyst is C1COCC1. The product is [CH3:7][O:8][C:9]1[C:10]2([CH2:30][OH:31])[O:26][C:24]3=[C:25]4[C:11]52[C:16](=[CH:17][CH:18]=1)[CH:15]([CH2:19][C:20]4=[CH:21][CH:22]=[C:23]3[O:27][CH3:28])[N:14]([CH3:29])[CH2:13][CH2:12]5. The yield is 0.810. (9) The reactants are [Br:1][C:2]1[CH:3]=[C:4]([C:8]2([NH2:11])[CH2:10][CH2:9]2)[CH:5]=[CH:6][CH:7]=1.[C:12](O[C:12]([O:14][C:15]([CH3:18])([CH3:17])[CH3:16])=[O:13])([O:14][C:15]([CH3:18])([CH3:17])[CH3:16])=[O:13].C(N(CC)CC)C. The catalyst is ClCCl. The product is [Br:1][C:2]1[CH:3]=[C:4]([C:8]2([NH:11][C:12](=[O:13])[O:14][C:15]([CH3:18])([CH3:17])[CH3:16])[CH2:9][CH2:10]2)[CH:5]=[CH:6][CH:7]=1. The yield is 1.00.